The task is: Predict the product of the given reaction.. This data is from Forward reaction prediction with 1.9M reactions from USPTO patents (1976-2016). (1) Given the reactants [CH3:1][C@H:2]([NH2:9])[C:3]1[CH:8]=[CH:7][CH:6]=[CH:5][CH:4]=1.Cl[CH2:11][Si:12]([CH3:15])([CH3:14])[CH3:13].C(N(CC)CC)C, predict the reaction product. The product is: [CH3:11][Si:12]([CH2:15][NH:9][CH:2]([CH3:1])[C:3]1[CH:8]=[CH:7][CH:6]=[CH:5][CH:4]=1)([CH3:14])[CH3:13]. (2) Given the reactants [CH3:1][N:2]1[C:7]2=[CH:8][S:9][C:10](C)=[C:6]2[C:5](=[O:12])[N:4]([CH3:13])[C:3]1=[O:14].[F:15][C:16]([F:24])([F:23])[C:17]1[N:18]=[C:19]([NH2:22])[S:20][CH:21]=1.CCN=C=NC[CH2:31][CH2:32]N(C)C.Cl.C1C=CC2N([OH:46])N=NC=2C=1, predict the reaction product. The product is: [CH3:1][N:2]1[C:10]2[S:9][CH:8]=[C:7]([CH2:31][C:32]([NH:22][C:19]3[S:20][CH:21]=[C:17]([C:16]([F:24])([F:23])[F:15])[N:18]=3)=[O:46])[C:6]=2[C:5](=[O:12])[N:4]([CH3:13])[C:3]1=[O:14]. (3) Given the reactants C([O:8][C:9]1[C:10](=[O:21])[CH:11]=[C:12]([CH:18]([F:20])[F:19])[N:13]([CH:15]2[CH2:17][CH2:16]2)[CH:14]=1)C1C=CC=CC=1.[H][H], predict the reaction product. The product is: [CH:15]1([N:13]2[CH:14]=[C:9]([OH:8])[C:10](=[O:21])[CH:11]=[C:12]2[CH:18]([F:20])[F:19])[CH2:16][CH2:17]1. (4) Given the reactants C1(N[C:5]2[NH:13][C:12]3[C:7](=[N:8][C:9]([C:15]([F:18])([F:17])[F:16])=[N:10][C:11]=3[NH2:14])[N:6]=2)CC1.[CH3:19][O:20][C:21]1[CH:22]=[C:23](B(O)O)[CH:24]=[CH:25][C:26]=1[O:27][CH3:28].C(N([CH2:37][CH3:38])CC)C.[C:39](#N)C, predict the reaction product. The product is: [CH:38]1([NH:14][C:11]2[N:10]=[C:9]([C:15]([F:16])([F:17])[F:18])[N:8]=[C:7]3[C:12]=2[N:13]=[CH:5][N:6]3[C:24]2[CH:23]=[CH:22][C:21]([O:20][CH3:19])=[C:26]([O:27][CH3:28])[CH:25]=2)[CH2:37][CH2:39]1.